This data is from Reaction yield outcomes from USPTO patents with 853,638 reactions. The task is: Predict the reaction yield, written as a fraction of the theoretical maximum amount of product (1.0 means a 100% yield; for example, 0.34 means a 34% yield). (1) The reactants are [CH3:1][NH2:2].O.[C:4]([C:6]1[CH:7]=[C:8]([S:12](Cl)(=[O:14])=[O:13])[CH:9]=[CH:10][CH:11]=1)#[N:5]. The catalyst is C(Cl)Cl. The product is [C:4]([C:6]1[CH:7]=[C:8]([S:12]([NH:2][CH3:1])(=[O:14])=[O:13])[CH:9]=[CH:10][CH:11]=1)#[N:5]. The yield is 0.990. (2) The reactants are O[C:2]1([C:23]2[CH:28]=[CH:27][CH:26]=[CH:25][C:24]=2[CH3:29])[C:6]2[CH:7]=[C:8]([NH:13][C:14](=[O:20])[CH2:15][C:16]([CH3:19])([CH3:18])[CH3:17])[C:9]([CH3:12])=[C:10]([CH3:11])[C:5]=2[O:4][C:3]1([CH3:22])[CH3:21].C([SiH](CC)CC)C.O. The catalyst is FC(F)(F)C(O)=O. The product is [CH3:17][C:16]([CH3:19])([CH3:18])[CH2:15][C:14]([NH:13][C:8]1[C:9]([CH3:12])=[C:10]([CH3:11])[C:5]2[O:4][C:3]([CH3:21])([CH3:22])[CH:2]([C:23]3[CH:28]=[CH:27][CH:26]=[CH:25][C:24]=3[CH3:29])[C:6]=2[CH:7]=1)=[O:20]. The yield is 0.790.